Predict the product of the given reaction. From a dataset of Forward reaction prediction with 1.9M reactions from USPTO patents (1976-2016). Given the reactants [NH2:1][C:2]1[CH:7]=[CH:6][C:5]([C:8]2[CH:9]([CH3:15])[CH2:10][C:11](=[O:14])[NH:12][N:13]=2)=[CH:4][CH:3]=1.Cl.[N:17]([O-])=O.[Na+].[C:21](#[N:25])[CH2:22][C:23]#[N:24].C([O-])(=O)C.[Na+], predict the reaction product. The product is: [CH3:15][C@H:9]1[C:8]([C:5]2[CH:6]=[CH:7][C:2]([NH:1][N:17]=[C:22]([C:21]#[N:25])[C:23]#[N:24])=[CH:3][CH:4]=2)=[N:13][NH:12][C:11](=[O:14])[CH2:10]1.